This data is from Reaction yield outcomes from USPTO patents with 853,638 reactions. The task is: Predict the reaction yield, written as a fraction of the theoretical maximum amount of product (1.0 means a 100% yield; for example, 0.34 means a 34% yield). (1) The reactants are [NH2:1][C:2]1[S:3][C:4]([CH2:11][CH2:12][CH3:13])=[CH:5][C:6]=1[C:7]([O:9]C)=O.Cl[C:15](Cl)([O:17]C(=O)OC(Cl)(Cl)Cl)Cl.C(N(CC)CC)C.[CH3:33][O:34][C:35]1[CH:40]=[C:39]([O:41][CH3:42])[CH:38]=[CH:37][C:36]=1[CH2:43][NH2:44]. The catalyst is C(Cl)Cl. The product is [CH3:33][O:34][C:35]1[CH:40]=[C:39]([O:41][CH3:42])[CH:38]=[CH:37][C:36]=1[CH2:43][N:44]1[C:7](=[O:9])[C:6]2[CH:5]=[C:4]([CH2:11][CH2:12][CH3:13])[S:3][C:2]=2[NH:1][C:15]1=[O:17]. The yield is 0.750. (2) The reactants are FC(F)(F)C(O)=O.C(OC([NH:15][C:16]1[CH:21]=[CH:20][C:19]([CH:22]2[CH2:26][N:25](C(OC(C)(C)C)=O)[CH:24]([C:34](=[O:37])[NH:35][CH3:36])[CH2:23]2)=[CH:18][C:17]=1[O:38][CH3:39])=O)(C)(C)C. The catalyst is ClCCl. The product is [NH2:15][C:16]1[CH:21]=[CH:20][C:19]([CH:22]2[CH2:26][NH:25][CH:24]([C:34]([NH:35][CH3:36])=[O:37])[CH2:23]2)=[CH:18][C:17]=1[O:38][CH3:39]. The yield is 1.13.